From a dataset of Reaction yield outcomes from USPTO patents with 853,638 reactions. Predict the reaction yield, written as a fraction of the theoretical maximum amount of product (1.0 means a 100% yield; for example, 0.34 means a 34% yield). (1) The reactants are O.[OH-].[Li+].C([O:6][C:7](=[O:33])[CH:8]([O:30][CH2:31][CH3:32])[CH2:9][C:10]1[CH:15]=[CH:14][C:13]([O:16][CH2:17][CH2:18][C:19]2[CH:24]=[CH:23][C:22]([O:25][S:26]([CH3:29])(=[O:28])=[O:27])=[CH:21][CH:20]=2)=[CH:12][CH:11]=1)C. The catalyst is O.O1CCCC1. The product is [CH2:31]([O:30][CH:8]([CH2:9][C:10]1[CH:11]=[CH:12][C:13]([O:16][CH2:17][CH2:18][C:19]2[CH:20]=[CH:21][C:22]([O:25][S:26]([CH3:29])(=[O:27])=[O:28])=[CH:23][CH:24]=2)=[CH:14][CH:15]=1)[C:7]([OH:33])=[O:6])[CH3:32]. The yield is 0.960. (2) The reactants are Cl[S:2]([OH:5])(=O)=[O:3].[NH:6]([C:13]1[N:18]=[C:17]([C:19]2[N:23]([CH3:24])[C:22]([CH:25]([CH3:27])[CH3:26])=[N:21][CH:20]=2)[CH:16]=[CH:15][N:14]=1)[C:7]1[CH:12]=[CH:11][CH:10]=[CH:9][CH:8]=1.[CH:28]1([NH2:32])[CH2:31][CH2:30][CH2:29]1.C(N(CC)C)C. The catalyst is S(Cl)(Cl)=O.CO. The product is [CH3:24][N:23]1[C:19]([C:17]2[CH:16]=[CH:15][N:14]=[C:13]([NH:6][C:7]3[CH:12]=[CH:11][C:10]([S:2](=[O:5])(=[O:3])[NH:32][CH:28]4[CH2:31][CH2:30][CH2:29]4)=[CH:9][CH:8]=3)[N:18]=2)=[CH:20][N:21]=[C:22]1[CH:25]([CH3:27])[CH3:26]. The yield is 0.650. (3) The catalyst is C(#N)C. The product is [Br:10][C:11]1[CH:16]=[CH:15][C:14]([O:17][CH2:2][CH2:3][N:4]2[CH2:9][CH2:8][O:7][CH2:6][CH2:5]2)=[CH:13][CH:12]=1. The reactants are Cl[CH2:2][CH2:3][N:4]1[CH2:9][CH2:8][O:7][CH2:6][CH2:5]1.[Br:10][C:11]1[CH:16]=[CH:15][C:14]([OH:17])=[CH:13][CH:12]=1.C([O-])([O-])=O.[K+].[K+]. The yield is 1.00. (4) The reactants are [Br:1][C:2]1[CH:7]=[CH:6][C:5]([CH2:8][C:9](=[O:12])[CH2:10][CH3:11])=[CH:4][CH:3]=1.[BH4-].[Na+]. The catalyst is CO.CCOC(C)=O. The product is [Br:1][C:2]1[CH:3]=[CH:4][C:5]([CH2:8][CH:9]([OH:12])[CH2:10][CH3:11])=[CH:6][CH:7]=1. The yield is 0.960. (5) The reactants are [CH2:1]([S:3]([C:6]1[CH:13]=[CH:12][C:11]([N+:14]([O-])=O)=[CH:10][C:7]=1[C:8]#[N:9])(=[O:5])=[O:4])[CH3:2].[C:17](O)(=[O:19])[CH3:18].C(OC(=O)C)(=O)C. The catalyst is [Fe]. The product is [C:8]([C:7]1[CH:10]=[C:11]([NH:14][C:17](=[O:19])[CH3:18])[CH:12]=[CH:13][C:6]=1[S:3]([CH2:1][CH3:2])(=[O:5])=[O:4])#[N:9]. The yield is 0.830. (6) The reactants are [N:1]1[N:2]([C:6]2[CH:11]=[CH:10][C:9]([CH:12]([O:16][CH3:17])[C:13]([OH:15])=O)=[CH:8][CH:7]=2)[N:3]=[CH:4][CH:5]=1.CN1CCOCC1.C(OC(Cl)=O)C(C)C.Cl.[CH3:34][NH:35][O:36][CH3:37].C([O-])(O)=O.[Na+]. The catalyst is C(Cl)Cl. The product is [N:3]1[N:2]([C:6]2[CH:7]=[CH:8][C:9]([CH:12]([O:16][CH3:17])[C:13]([N:35]([O:36][CH3:37])[CH3:34])=[O:15])=[CH:10][CH:11]=2)[N:1]=[CH:5][CH:4]=1. The yield is 0.440. (7) The catalyst is C1C=CC(P(C2C=CC=CC=2)[C-]2C=CC=C2)=CC=1.C1C=CC(P(C2C=CC=CC=2)[C-]2C=CC=C2)=CC=1.Cl[Pd]Cl.[Fe+2]. The product is [O:15]1[C:19]2[CH:20]=[CH:21][C:22]([C:24]3([C:27]([NH:29][C:30]4[CH:35]=[CH:34][CH:33]=[C:32]([CH2:8][CH:2]5[CH2:7][CH2:6][CH2:5][CH2:4][CH2:3]5)[N:31]=4)=[O:28])[CH2:26][CH2:25]3)=[CH:23][C:18]=2[O:17][CH2:16]1. The yield is 0.500. The reactants are [Br-].[CH:2]1([CH2:8][Zn+])[CH2:7][CH2:6][CH2:5][CH2:4][CH2:3]1.C1COCC1.[O:15]1[C:19]2[CH:20]=[CH:21][C:22]([C:24]3([C:27]([NH:29][C:30]4[CH:35]=[CH:34][CH:33]=[C:32](Br)[N:31]=4)=[O:28])[CH2:26][CH2:25]3)=[CH:23][C:18]=2[O:17][CH2:16]1.